Dataset: Reaction yield outcomes from USPTO patents with 853,638 reactions. Task: Predict the reaction yield, written as a fraction of the theoretical maximum amount of product (1.0 means a 100% yield; for example, 0.34 means a 34% yield). (1) The reactants are O.[C:2]1([CH3:12])[CH:7]=[CH:6][C:5]([S:8]([OH:11])(=[O:10])=[O:9])=[CH:4][CH:3]=1.[C:13]([C@H:16]1[O:21][CH2:20][C@H:19]([NH:22][C:23]([C@@H:25]2[NH:39][C:38]3([CH2:44][CH2:43][C:42]([CH3:46])([CH3:45])[CH2:41][CH2:40]3)[C@:27]3([C:35]4[C:30](=[CH:31][C:32]([Cl:36])=[CH:33][CH:34]=4)[NH:29][C:28]3=[O:37])[C@H:26]2[C:47]2[CH:52]=[CH:51][N:50]=[C:49]([Cl:53])[C:48]=2[F:54])=[O:24])[CH2:18][CH2:17]1)(=[O:15])[NH2:14]. The catalyst is C(#N)C. The product is [OH2:9].[C:2]1([CH3:12])[CH:3]=[CH:4][C:5]([S:8]([OH:11])(=[O:9])=[O:10])=[CH:6][CH:7]=1.[C:13]([C@H:16]1[O:21][CH2:20][C@H:19]([NH:22][C:23]([C@@H:25]2[NH:39][C:38]3([CH2:40][CH2:41][C:42]([CH3:46])([CH3:45])[CH2:43][CH2:44]3)[C@:27]3([C:35]4[C:30](=[CH:31][C:32]([Cl:36])=[CH:33][CH:34]=4)[NH:29][C:28]3=[O:37])[C@H:26]2[C:47]2[CH:52]=[CH:51][N:50]=[C:49]([Cl:53])[C:48]=2[F:54])=[O:24])[CH2:18][CH2:17]1)(=[O:15])[NH2:14]. The yield is 0.660. (2) The reactants are [BH4-].[Na+].C([N:10]1[CH2:15][C:14]([CH2:16][O:17][C:18]2[CH:23]=[C:22]([O:24][CH2:25][C:26]3[CH:31]=[CH:30][CH:29]=[CH:28][CH:27]=3)[CH:21]=[CH:20][C:19]=2Br)=[CH:13][CH2:12][CH2:11]1)C1C=CC=CC=1.C(=O)(O)[O-].[K+].[CH2:38]([O:45][C:46](Cl)=[O:47])[C:39]1[CH:44]=[CH:43][CH:42]=[CH:41][CH:40]=1.C([O-])(O)=O.[Na+].N1(C([O-])=O)CC=CCC1. The catalyst is CO.C1COCC1.ClCCl.CN1CCCC1=O.O.CCOC(C)=O.C(=O)([O-])[O-].[Ag+2].CC1C(P(C2C([CH2-])=CC=CC=2)C2C(C)=CC=CC=2)=CC=CC=1.CC1C(P(C2C([CH2-])=CC=CC=2)C2C(C)=CC=CC=2)=CC=CC=1.CC(O)=O.CC(O)=O.[Pd].[Pd]. The product is [CH2:25]([O:24][C:22]1[CH:21]=[CH:20][C:19]2[C:14]3([CH2:16][O:17][C:18]=2[CH:23]=1)[CH:13]=[CH:12][CH2:11][N:10]([C:46]([O:45][CH2:38][C:39]1[CH:44]=[CH:43][CH:42]=[CH:41][CH:40]=1)=[O:47])[CH2:15]3)[C:26]1[CH:27]=[CH:28][CH:29]=[CH:30][CH:31]=1. The yield is 0.900. (3) The reactants are Br[C:2]1[CH:6]=[C:5]([C:7]#[C:8][C:9]([CH3:12])([CH3:11])[CH3:10])[S:4][C:3]=1[C:13]([O:15][CH3:16])=[O:14].[NH2:17][C@@H:18]([C@H:24]([O:26][CH3:27])[CH3:25])[C:19]([N:21]([CH3:23])[CH3:22])=[O:20].C1C=CC(P(C2C(C3C(P(C4C=CC=CC=4)C4C=CC=CC=4)=CC=C4C=3C=CC=C4)=C3C(C=CC=C3)=CC=2)C2C=CC=CC=2)=CC=1.C(=O)([O-])[O-].[Cs+].[Cs+]. The catalyst is O1CCOCC1.CCOC(C)=O.C1C=CC(/C=C/C(/C=C/C2C=CC=CC=2)=O)=CC=1.C1C=CC(/C=C/C(/C=C/C2C=CC=CC=2)=O)=CC=1.C1C=CC(/C=C/C(/C=C/C2C=CC=CC=2)=O)=CC=1.[Pd].[Pd]. The product is [CH3:23][N:21]([CH3:22])[C:19](=[O:20])[C@@H:18]([NH:17][C:2]1[CH:6]=[C:5]([C:7]#[C:8][C:9]([CH3:12])([CH3:11])[CH3:10])[S:4][C:3]=1[C:13]([O:15][CH3:16])=[O:14])[C@H:24]([O:26][CH3:27])[CH3:25]. The yield is 0.736. (4) The reactants are [CH2:1]([O:8][N:9]1[CH2:14][CH2:13][CH:12]([C:15]2[CH:25]=[C:18]3[N:19]=[C:20]([Cl:24])[CH:21]=[C:22](Cl)[N:17]3[N:16]=2)[CH2:11][C:10]1=[C:26]=[O:27])[C:2]1[CH:7]=[CH:6][CH:5]=[CH:4][CH:3]=1.[NH:28]1[CH2:33][CH2:32][O:31][CH2:30][CH2:29]1. The catalyst is O1CCOCC1.O. The product is [CH2:1]([O:8][N:9]1[CH2:14][CH2:13][CH:12]([C:15]2[CH:25]=[C:18]3[N:19]=[C:20]([Cl:24])[CH:21]=[C:22]([N:28]4[CH2:33][CH2:32][O:31][CH2:30][CH2:29]4)[N:17]3[N:16]=2)[CH2:11][C:10]1=[C:26]=[O:27])[C:2]1[CH:3]=[CH:4][CH:5]=[CH:6][CH:7]=1. The yield is 0.880.